From a dataset of Reaction yield outcomes from USPTO patents with 853,638 reactions. Predict the reaction yield, written as a fraction of the theoretical maximum amount of product (1.0 means a 100% yield; for example, 0.34 means a 34% yield). The reactants are [Cl:1][C:2]1[CH:3]=[CH:4][C:5]([C:25]([CH3:27])=[CH2:26])=[C:6]([CH:24]=1)[CH2:7][N:8]([CH:21]1[CH2:23][CH2:22]1)[C:9]([C:11]1[C:12]([CH:18]([F:20])[F:19])=[N:13][N:14]([CH3:17])[C:15]=1[F:16])=[O:10].ClC1C=CC=C(C(OO)=[O:36])C=1.S(S([O-])=O)([O-])=O.[Na+].[Na+]. The catalyst is ClCCl. The product is [Cl:1][C:2]1[CH:3]=[CH:4][C:5]([C:25]2([CH3:27])[CH2:26][O:36]2)=[C:6]([CH:24]=1)[CH2:7][N:8]([CH:21]1[CH2:22][CH2:23]1)[C:9]([C:11]1[C:12]([CH:18]([F:19])[F:20])=[N:13][N:14]([CH3:17])[C:15]=1[F:16])=[O:10]. The yield is 0.330.